From a dataset of Catalyst prediction with 721,799 reactions and 888 catalyst types from USPTO. Predict which catalyst facilitates the given reaction. (1) Reactant: [CH3:1][O:2][C:3]1[CH:8]=[CH:7][C:6]([N:9]2[CH2:14][CH2:13][NH:12][CH2:11][CH2:10]2)=[C:5]([CH:15]2[CH2:20][C:19]([CH3:22])([CH3:21])[CH2:18][C:17]([CH3:24])([CH3:23])[CH2:16]2)[CH:4]=1.C(O[BH-](O[C:35](=[O:37])[CH3:36])OC(=O)C)(=O)C.[Na+].C(O)(=O)C.C(=O)([O-])O.[Na+].O1[CH2:52][CH2:51][CH2:50][CH2:49]1. Product: [CH3:1][O:2][C:3]1[CH:8]=[CH:7][C:6]([N:9]2[CH2:14][CH2:13][N:12]([CH2:49][CH:50]3[CH2:36][CH2:35][O:37][CH2:52][CH2:51]3)[CH2:11][CH2:10]2)=[C:5]([CH:15]2[CH2:20][C:19]([CH3:22])([CH3:21])[CH2:18][C:17]([CH3:24])([CH3:23])[CH2:16]2)[CH:4]=1. The catalyst class is: 13. (2) Reactant: [NH:1]1[CH2:4][CH:3]([CH2:5][C:6]2[N:7]([CH3:32])[C:8]3[C:13]([N:14]=2)=[C:12]([N:15]2[CH2:20][CH2:19][O:18][CH2:17][CH2:16]2)[N:11]=[C:10]([N:21]2[C:25]4[CH:26]=[CH:27][CH:28]=[CH:29][C:24]=4[N:23]=[C:22]2[CH2:30][CH3:31])[N:9]=3)[CH2:2]1.[C:33](Cl)(=[O:37])[CH:34]([CH3:36])[CH3:35].CCN(CC)CC. Product: [CH2:30]([C:22]1[N:21]([C:10]2[N:9]=[C:8]3[C:13]([N:14]=[C:6]([CH2:5][CH:3]4[CH2:2][N:1]([C:33](=[O:37])[CH:34]([CH3:36])[CH3:35])[CH2:4]4)[N:7]3[CH3:32])=[C:12]([N:15]3[CH2:20][CH2:19][O:18][CH2:17][CH2:16]3)[N:11]=2)[C:25]2[CH:26]=[CH:27][CH:28]=[CH:29][C:24]=2[N:23]=1)[CH3:31]. The catalyst class is: 2. (3) Reactant: [B:10]1([B:10]2[O:14][C:13]([CH3:16])([CH3:15])[C:12]([CH3:18])([CH3:17])[O:11]2)[O:14][C:13]([CH3:16])([CH3:15])[C:12]([CH3:18])([CH3:17])[O:11]1.CC([O-])=O.[K+].Br[C:25]1[CH:30]=[C:29]([O:31][CH3:32])[CH:28]=[C:27]([C:33]([CH3:36])([CH3:35])[CH3:34])[CH:26]=1. Product: [C:33]([C:27]1[CH:26]=[C:25]([B:10]2[O:11][C:12]([CH3:17])([CH3:18])[C:13]([CH3:15])([CH3:16])[O:14]2)[CH:30]=[C:29]([O:31][CH3:32])[CH:28]=1)([CH3:36])([CH3:34])[CH3:35]. The catalyst class is: 117. (4) Reactant: [CH2:1]([O:3][C:4]([N:6]1[C:15]2[C:10](=[CH:11][CH:12]=[CH:13][CH:14]=2)[N:9]([CH:16]([C:21]2[CH:26]=[C:25]([C:27]([F:30])([F:29])[F:28])[CH:24]=[C:23]([C:31]([F:34])([F:33])[F:32])[CH:22]=2)[C:17](OC)=[O:18])[CH2:8][CH:7]1[CH2:35][CH3:36])=[O:5])[CH3:2].[Li+].[BH4-].O. Product: [CH2:1]([O:3][C:4]([N:6]1[C:15]2[C:10](=[CH:11][CH:12]=[CH:13][CH:14]=2)[N:9]([CH:16]([C:21]2[CH:26]=[C:25]([C:27]([F:28])([F:29])[F:30])[CH:24]=[C:23]([C:31]([F:34])([F:33])[F:32])[CH:22]=2)[CH2:17][OH:18])[CH2:8][CH:7]1[CH2:35][CH3:36])=[O:5])[CH3:2]. The catalyst class is: 1. (5) Reactant: [N+:1]([O-:4])(O)=[O:2].[Br:5][CH2:6][C:7]1[C:8]2[CH:23]=[C:22]([OH:24])[C:21]([OH:25])=[CH:20][C:9]=2[S:10][C:11]=1[C:12]([N:14]1[CH2:19][CH2:18][O:17][CH2:16][CH2:15]1)=[O:13]. Product: [Br:5][CH2:6][C:7]1[C:8]2[CH:23]=[C:22]([OH:24])[C:21]([OH:25])=[C:20]([N+:1]([O-:4])=[O:2])[C:9]=2[S:10][C:11]=1[C:12]([N:14]1[CH2:19][CH2:18][O:17][CH2:16][CH2:15]1)=[O:13]. The catalyst class is: 96.